Dataset: Full USPTO retrosynthesis dataset with 1.9M reactions from patents (1976-2016). Task: Predict the reactants needed to synthesize the given product. (1) Given the product [Br:1][C:2]1[C:3]2[NH:9][CH:10]=[N:8][C:4]=2[CH:5]=[N:6][CH:7]=1, predict the reactants needed to synthesize it. The reactants are: [Br:1][C:2]1[C:3]([NH2:9])=[C:4]([NH2:8])[CH:5]=[N:6][CH:7]=1.[CH:10](OCC)(OCC)OCC. (2) Given the product [C:21]([C:20]1[CH:23]=[CH:24][C:17]([N:11]2[C:12](=[O:16])[C:13]([CH3:14])([CH3:15])[N:9]([C:4]3[CH:5]=[CH:6][C:7]([O:8][C:31]4[CH:39]=[CH:38][CH:37]=[CH:36][C:32]=4[C:33]([OH:35])=[O:34])=[C:2]([F:1])[CH:3]=3)[C:10]2=[S:29])=[CH:18][C:19]=1[C:25]([F:26])([F:27])[F:28])#[N:22], predict the reactants needed to synthesize it. The reactants are: [F:1][C:2]1[CH:3]=[C:4]([N:9]2[C:13]([CH3:15])([CH3:14])[C:12](=[O:16])[N:11]([C:17]3[CH:24]=[CH:23][C:20]([C:21]#[N:22])=[C:19]([C:25]([F:28])([F:27])[F:26])[CH:18]=3)[C:10]2=[S:29])[CH:5]=[CH:6][C:7]=1[OH:8].I[C:31]1[CH:39]=[CH:38][CH:37]=[CH:36][C:32]=1[C:33]([OH:35])=[O:34].N1C2C(=CC=C3C=2N=CC=C3)C=CC=1.C(=O)([O-])[O-].[Cs+].[Cs+].Cl. (3) Given the product [CH3:7][N:8]1[CH2:13][CH2:12][CH:11]([N:14]([C:21]2[CH:26]=[CH:25][CH:24]=[CH:23][CH:22]=2)[CH2:15][C:16]2[S:20][C:19]([Si:27]([CH2:32][CH3:33])([CH2:30][CH3:31])[CH2:28][CH3:29])=[CH:18][CH:17]=2)[CH2:10][CH2:9]1, predict the reactants needed to synthesize it. The reactants are: CC([O-])(C)C.[K+].[CH3:7][N:8]1[CH2:13][CH2:12][CH:11]([N:14]([C:21]2[CH:22]=[CH:23][CH:24]=[CH:25][CH:26]=2)[CH2:15][C:16]2[S:20][CH:19]=[CH:18][CH:17]=2)[CH2:10][CH2:9]1.[SiH:27]([CH2:32][CH3:33])([CH2:30][CH3:31])[CH2:28][CH3:29]. (4) Given the product [Cl:1][C:2]1[CH:3]=[C:4]2[C:8](=[CH:9][CH:10]=1)[N:7]([CH2:14][CH3:15])[CH:6]=[CH:5]2, predict the reactants needed to synthesize it. The reactants are: [Cl:1][C:2]1[CH:3]=[C:4]2[C:8](=[CH:9][CH:10]=1)[NH:7][CH:6]=[CH:5]2.[OH-].[Na+].Br[CH2:14][CH3:15].[Cl-].[NH4+]. (5) Given the product [CH2:10]([N:7]1[CH2:6][CH2:5][CH:4]([CH2:3][CH2:2][NH:1][C:22]2[C:21]([CH3:28])=[C:20]([CH3:29])[N:19]=[C:18]([Cl:17])[C:23]=2[N+:24]([O-:26])=[O:25])[CH2:9][CH2:8]1)[C:11]1[CH:12]=[CH:13][CH:14]=[CH:15][CH:16]=1, predict the reactants needed to synthesize it. The reactants are: [NH2:1][CH2:2][CH2:3][CH:4]1[CH2:9][CH2:8][N:7]([CH2:10][C:11]2[CH:16]=[CH:15][CH:14]=[CH:13][CH:12]=2)[CH2:6][CH2:5]1.[Cl:17][C:18]1[C:23]([N+:24]([O-:26])=[O:25])=[C:22](Cl)[C:21]([CH3:28])=[C:20]([CH3:29])[N:19]=1.C(N(CC)CC)C. (6) Given the product [CH2:6]([N:8]([CH2:9][CH3:10])[C:3](=[O:4])[CH2:2][N:19]([C:14]1[CH:15]=[CH:16][CH:17]=[CH:18][C:13]=1[O:12][CH3:11])[S:20]([C:23]1[C:24]([CH3:29])=[CH:25][CH:26]=[CH:27][CH:28]=1)(=[O:22])=[O:21])[CH3:7], predict the reactants needed to synthesize it. The reactants are: Br[CH2:2][C:3](Br)=[O:4].[CH2:6]([NH:8][CH2:9][CH3:10])[CH3:7].[CH3:11][O:12][C:13]1[CH:18]=[CH:17][CH:16]=[CH:15][C:14]=1[NH:19][S:20]([C:23]1[CH:28]=[CH:27][CH:26]=[CH:25][C:24]=1[CH3:29])(=[O:22])=[O:21].